This data is from NCI-60 drug combinations with 297,098 pairs across 59 cell lines. The task is: Regression. Given two drug SMILES strings and cell line genomic features, predict the synergy score measuring deviation from expected non-interaction effect. (1) Cell line: NCIH23. Drug 1: CCN(CC)CCNC(=O)C1=C(NC(=C1C)C=C2C3=C(C=CC(=C3)F)NC2=O)C. Synergy scores: CSS=60.7, Synergy_ZIP=1.92, Synergy_Bliss=3.36, Synergy_Loewe=-4.45, Synergy_HSA=8.30. Drug 2: CNC(=O)C1=NC=CC(=C1)OC2=CC=C(C=C2)NC(=O)NC3=CC(=C(C=C3)Cl)C(F)(F)F. (2) Drug 1: CC1=CC2C(CCC3(C2CCC3(C(=O)C)OC(=O)C)C)C4(C1=CC(=O)CC4)C. Drug 2: C1=CC(=CC=C1C#N)C(C2=CC=C(C=C2)C#N)N3C=NC=N3. Cell line: HOP-62. Synergy scores: CSS=-9.63, Synergy_ZIP=2.41, Synergy_Bliss=-2.98, Synergy_Loewe=-4.22, Synergy_HSA=-8.68. (3) Drug 1: C1C(C(OC1N2C=NC3=C(N=C(N=C32)Cl)N)CO)O. Drug 2: C1CCC(C(C1)N)N.C(=O)(C(=O)[O-])[O-].[Pt+4]. Cell line: 786-0. Synergy scores: CSS=26.3, Synergy_ZIP=-7.42, Synergy_Bliss=1.98, Synergy_Loewe=-3.58, Synergy_HSA=1.08. (4) Drug 2: C(CN)CNCCSP(=O)(O)O. Synergy scores: CSS=-1.17, Synergy_ZIP=-2.71, Synergy_Bliss=-7.93, Synergy_Loewe=-12.1, Synergy_HSA=-11.9. Drug 1: C1CCC(CC1)NC(=O)N(CCCl)N=O. Cell line: MALME-3M. (5) Drug 1: C1CCC(CC1)NC(=O)N(CCCl)N=O. Drug 2: CCCCC(=O)OCC(=O)C1(CC(C2=C(C1)C(=C3C(=C2O)C(=O)C4=C(C3=O)C=CC=C4OC)O)OC5CC(C(C(O5)C)O)NC(=O)C(F)(F)F)O. Cell line: MDA-MB-231. Synergy scores: CSS=13.4, Synergy_ZIP=-7.03, Synergy_Bliss=-0.974, Synergy_Loewe=-1.14, Synergy_HSA=-0.785. (6) Drug 1: C1CCC(C1)C(CC#N)N2C=C(C=N2)C3=C4C=CNC4=NC=N3. Drug 2: C1CCC(C(C1)N)N.C(=O)(C(=O)[O-])[O-].[Pt+4]. Cell line: SN12C. Synergy scores: CSS=7.08, Synergy_ZIP=-3.09, Synergy_Bliss=-0.357, Synergy_Loewe=2.17, Synergy_HSA=2.26. (7) Drug 1: CCCCCOC(=O)NC1=NC(=O)N(C=C1F)C2C(C(C(O2)C)O)O. Drug 2: C1=NC(=NC(=O)N1C2C(C(C(O2)CO)O)O)N. Cell line: LOX IMVI. Synergy scores: CSS=9.04, Synergy_ZIP=-7.37, Synergy_Bliss=-12.1, Synergy_Loewe=-56.1, Synergy_HSA=-18.7. (8) Drug 2: CC1CCC2CC(C(=CC=CC=CC(CC(C(=O)C(C(C(=CC(C(=O)CC(OC(=O)C3CCCCN3C(=O)C(=O)C1(O2)O)C(C)CC4CCC(C(C4)OC)O)C)C)O)OC)C)C)C)OC. Cell line: NCI-H522. Synergy scores: CSS=-0.865, Synergy_ZIP=1.07, Synergy_Bliss=0.417, Synergy_Loewe=-3.06, Synergy_HSA=-3.11. Drug 1: CCC(=C(C1=CC=CC=C1)C2=CC=C(C=C2)OCCN(C)C)C3=CC=CC=C3.C(C(=O)O)C(CC(=O)O)(C(=O)O)O. (9) Drug 1: CC1=C2C(C(=O)C3(C(CC4C(C3C(C(C2(C)C)(CC1OC(=O)C(C(C5=CC=CC=C5)NC(=O)OC(C)(C)C)O)O)OC(=O)C6=CC=CC=C6)(CO4)OC(=O)C)O)C)O. Drug 2: C1CN(CCN1C(=O)CCBr)C(=O)CCBr. Cell line: OVCAR-8. Synergy scores: CSS=46.3, Synergy_ZIP=-4.22, Synergy_Bliss=-1.98, Synergy_Loewe=-9.50, Synergy_HSA=2.70.